This data is from Forward reaction prediction with 1.9M reactions from USPTO patents (1976-2016). The task is: Predict the product of the given reaction. Given the reactants [CH3:1][C:2]1[CH:7]=[CH:6][C:5]([C:8](=[O:10])[CH3:9])=[CH:4][CH:3]=1.C([O:13][C:14](=O)[C:15]([F:18])([F:17])[F:16])C, predict the reaction product. The product is: [F:16][C:15]([F:18])([F:17])[C:14](=[O:13])[CH2:9][C:8]([C:5]1[CH:6]=[CH:7][C:2]([CH3:1])=[CH:3][CH:4]=1)=[O:10].